Dataset: Peptide-MHC class II binding affinity with 134,281 pairs from IEDB. Task: Regression. Given a peptide amino acid sequence and an MHC pseudo amino acid sequence, predict their binding affinity value. This is MHC class II binding data. (1) The peptide sequence is DPMHPVTTAPSTA. The MHC is DRB1_1501 with pseudo-sequence DRB1_1501. The binding affinity (normalized) is 0.122. (2) The peptide sequence is RSHDVLTVQFLILGM. The MHC is DRB5_0101 with pseudo-sequence DRB5_0101. The binding affinity (normalized) is 0.655. (3) The peptide sequence is LLNAKFFHMNIYECK. The MHC is HLA-DQA10102-DQB10502 with pseudo-sequence HLA-DQA10102-DQB10502. The binding affinity (normalized) is 0.482. (4) The peptide sequence is EAEPPFGESNIVIGI. The MHC is DRB4_0101 with pseudo-sequence DRB4_0103. The binding affinity (normalized) is 0.238. (5) The MHC is DRB1_1501 with pseudo-sequence DRB1_1501. The peptide sequence is IETLMLLALIAVLTG. The binding affinity (normalized) is 0.570. (6) The peptide sequence is GKMYFNLIDTKCY. The MHC is DRB1_1301 with pseudo-sequence DRB1_1301. The binding affinity (normalized) is 0. (7) The peptide sequence is FDRLETLILLRAFTE. The MHC is DRB1_0701 with pseudo-sequence DRB1_0701. The binding affinity (normalized) is 0.425.